Dataset: Catalyst prediction with 721,799 reactions and 888 catalyst types from USPTO. Task: Predict which catalyst facilitates the given reaction. (1) Reactant: [Br:1]Br.Br.[CH2:4]([O:6][C:7]1[CH:8]=[N:9][C:10]2[C:15]([CH:16]=1)=[C:14]([C:17](=[O:19])[CH3:18])[CH:13]=[CH:12][CH:11]=2)C. The catalyst class is: 86. Product: [Br:1][CH2:18][C:17]([C:14]1[CH:13]=[CH:12][CH:11]=[C:10]2[C:15]=1[CH:16]=[C:7]([O:6][CH3:4])[CH:8]=[N:9]2)=[O:19]. (2) The catalyst class is: 10. Product: [I:10][C:9]1[C:5]2[CH:4]=[N:3][CH:2]=[N:1][C:6]=2[NH:7][CH:8]=1. Reactant: [N:1]1[C:6]2[NH:7][CH:8]=[CH:9][C:5]=2[CH:4]=[N:3][CH:2]=1.[I:10]N1C(=O)CCC1=O. (3) Reactant: CS([C:4]1[O:5][C:6]2[CH:12]=[C:11]([O:13][C:14]3[CH:19]=[CH:18][N:17]=[C:16]([C:20]([NH:22][CH3:23])=[O:21])[CH:15]=3)[CH:10]=[CH:9][C:7]=2[N:8]=1)=O.[NH2:24][C@H:25]1[C:33]2[C:28](=[CH:29][CH:30]=[CH:31][CH:32]=2)[CH2:27][C@H:26]1[OH:34]. Product: [CH3:23][NH:22][C:20]([C:16]1[CH:15]=[C:14]([O:13][C:11]2[CH:10]=[CH:9][C:7]3[N:8]=[C:4]([NH:24][C@H:25]4[C:33]5[C:28](=[CH:29][CH:30]=[CH:31][CH:32]=5)[CH2:27][C@H:26]4[OH:34])[O:5][C:6]=3[CH:12]=2)[CH:19]=[CH:18][N:17]=1)=[O:21]. The catalyst class is: 80. (4) The catalyst class is: 30. Product: [CH3:1][N:2]1[CH:6]=[C:5]([S:7](=[O:15])(=[O:14])[NH:8][CH2:9][C:10]([F:12])([F:13])[F:11])[CH:4]=[C:3]1[C:16]([OH:18])=[O:17]. Reactant: [CH3:1][N:2]1[CH:6]=[C:5]([S:7](=[O:15])(=[O:14])[NH:8][CH2:9][C:10]([F:13])([F:12])[F:11])[CH:4]=[C:3]1[C:16]([O:18]C)=[O:17].[OH-].[Li+].CO.Cl. (5) Reactant: [CH:1]1[C:2]([CH2:10][C@@H:11]([NH2:28])[CH2:12][C:13]([N:15]2[CH2:27][C:19]3=[N:20][N:21]=[C:22]([C:23]([F:26])([F:25])[F:24])[N:18]3[CH2:17][CH2:16]2)=[O:14])=[C:3]([F:9])[CH:4]=[C:5]([F:8])[C:6]=1[F:7].C([OH:31])C.[P:32](=[O:36])([OH:35])([OH:34])[OH:33]. Product: [CH:1]1[C:2]([CH2:10][C@@H:11]([NH2:28])[CH2:12][C:13]([N:15]2[CH2:27][C:19]3=[N:20][N:21]=[C:22]([C:23]([F:26])([F:25])[F:24])[N:18]3[CH2:17][CH2:16]2)=[O:14])=[C:3]([F:9])[CH:4]=[C:5]([F:8])[C:6]=1[F:7].[OH2:31].[OH:34][P:32]([OH:36])([OH:35])=[O:33]. The catalyst class is: 6.